This data is from NCI-60 drug combinations with 297,098 pairs across 59 cell lines. The task is: Regression. Given two drug SMILES strings and cell line genomic features, predict the synergy score measuring deviation from expected non-interaction effect. (1) Drug 1: CCC1=CC2CC(C3=C(CN(C2)C1)C4=CC=CC=C4N3)(C5=C(C=C6C(=C5)C78CCN9C7C(C=CC9)(C(C(C8N6C)(C(=O)OC)O)OC(=O)C)CC)OC)C(=O)OC.C(C(C(=O)O)O)(C(=O)O)O. Drug 2: CN1C2=C(C=C(C=C2)N(CCCl)CCCl)N=C1CCCC(=O)O.Cl. Cell line: ACHN. Synergy scores: CSS=12.3, Synergy_ZIP=-6.78, Synergy_Bliss=-4.32, Synergy_Loewe=-23.4, Synergy_HSA=-4.13. (2) Drug 1: C1=CC(=C2C(=C1NCCNCCO)C(=O)C3=C(C=CC(=C3C2=O)O)O)NCCNCCO. Drug 2: C(CC(=O)O)C(=O)CN.Cl. Cell line: NCI-H322M. Synergy scores: CSS=26.5, Synergy_ZIP=-10.0, Synergy_Bliss=-7.71, Synergy_Loewe=-5.68, Synergy_HSA=-2.78.